This data is from NCI-60 drug combinations with 297,098 pairs across 59 cell lines. The task is: Regression. Given two drug SMILES strings and cell line genomic features, predict the synergy score measuring deviation from expected non-interaction effect. (1) Drug 1: CC12CCC3C(C1CCC2O)C(CC4=C3C=CC(=C4)O)CCCCCCCCCS(=O)CCCC(C(F)(F)F)(F)F. Drug 2: CN(CCCl)CCCl.Cl. Cell line: RPMI-8226. Synergy scores: CSS=37.7, Synergy_ZIP=1.05, Synergy_Bliss=1.43, Synergy_Loewe=-8.83, Synergy_HSA=3.48. (2) Drug 1: CN1C(=O)N2C=NC(=C2N=N1)C(=O)N. Drug 2: CC1CCC2CC(C(=CC=CC=CC(CC(C(=O)C(C(C(=CC(C(=O)CC(OC(=O)C3CCCCN3C(=O)C(=O)C1(O2)O)C(C)CC4CCC(C(C4)OC)O)C)C)O)OC)C)C)C)OC. Cell line: LOX IMVI. Synergy scores: CSS=3.51, Synergy_ZIP=-1.09, Synergy_Bliss=-4.63, Synergy_Loewe=-2.68, Synergy_HSA=-4.09. (3) Drug 1: CCC1(CC2CC(C3=C(CCN(C2)C1)C4=CC=CC=C4N3)(C5=C(C=C6C(=C5)C78CCN9C7C(C=CC9)(C(C(C8N6C=O)(C(=O)OC)O)OC(=O)C)CC)OC)C(=O)OC)O.OS(=O)(=O)O. Drug 2: N.N.Cl[Pt+2]Cl. Cell line: NCIH23. Synergy scores: CSS=61.6, Synergy_ZIP=-1.93, Synergy_Bliss=-2.09, Synergy_Loewe=-12.0, Synergy_HSA=1.99. (4) Drug 1: C1CC(=O)NC(=O)C1N2CC3=C(C2=O)C=CC=C3N. Drug 2: CC1CCC2CC(C(=CC=CC=CC(CC(C(=O)C(C(C(=CC(C(=O)CC(OC(=O)C3CCCCN3C(=O)C(=O)C1(O2)O)C(C)CC4CCC(C(C4)OC)O)C)C)O)OC)C)C)C)OC. Cell line: NCIH23. Synergy scores: CSS=18.8, Synergy_ZIP=-3.52, Synergy_Bliss=-1.07, Synergy_Loewe=-15.2, Synergy_HSA=1.69. (5) Drug 1: CC1C(C(CC(O1)OC2CC(CC3=C2C(=C4C(=C3O)C(=O)C5=C(C4=O)C(=CC=C5)OC)O)(C(=O)CO)O)N)O.Cl. Drug 2: C1CCN(CC1)CCOC2=CC=C(C=C2)C(=O)C3=C(SC4=C3C=CC(=C4)O)C5=CC=C(C=C5)O. Cell line: OVCAR-5. Synergy scores: CSS=0.0630, Synergy_ZIP=2.22, Synergy_Bliss=3.67, Synergy_Loewe=1.53, Synergy_HSA=1.53. (6) Drug 1: C1=NC2=C(N=C(N=C2N1C3C(C(C(O3)CO)O)O)F)N. Drug 2: COC1=C2C(=CC3=C1OC=C3)C=CC(=O)O2. Cell line: HL-60(TB). Synergy scores: CSS=61.5, Synergy_ZIP=-1.69, Synergy_Bliss=-3.06, Synergy_Loewe=-20.9, Synergy_HSA=-2.46.